This data is from Catalyst prediction with 721,799 reactions and 888 catalyst types from USPTO. The task is: Predict which catalyst facilitates the given reaction. (1) Reactant: [OH:1][CH:2]1[CH:6]([OH:7])[CH2:5][C:4]([CH2:9][O:10][CH2:11][C:12]([OH:14])=[O:13])([CH3:8])[CH2:3]1.[CH3:15][C:16]1C=CC(S(O)(=O)=O)=C[CH:21]=1.COC(OC)(C)C. Product: [CH3:15][C:16]1([CH3:21])[O:7][CH:6]2[CH2:5][C:4]([CH2:9][O:10][CH2:11][C:12]([OH:14])=[O:13])([CH3:8])[CH2:3][CH:2]2[O:1]1. The catalyst class is: 1. (2) Reactant: [CH2:1]([NH:3][C:4]1[CH:9]=[CH:8][CH:7]=[CH:6][C:5]=1[N+:10]([O-])=O)[CH3:2]. Product: [CH2:1]([NH:3][C:4]1[CH:9]=[CH:8][CH:7]=[CH:6][C:5]=1[NH2:10])[CH3:2]. The catalyst class is: 99. (3) Reactant: [CH3:1][O:2][C:3]([C:5]1[CH:10]=[CH:9][CH:8]=[C:7](Br)[N:6]=1)=[O:4].C([O-])([O-])=O.[Cs+].[Cs+].[CH3:18][CH:19]([SH:21])[CH3:20]. Product: [CH3:1][O:2][C:3]([C:5]1[CH:10]=[CH:9][CH:8]=[C:7]([S:21][CH:19]([CH3:20])[CH3:18])[N:6]=1)=[O:4]. The catalyst class is: 3. (4) Reactant: [Cl:1][C:2]1[CH:3]=[C:4]([C:9]2[N:10]=[CH:11][N:12]([CH2:14][CH2:15][N:16]([CH3:18])[CH3:17])[CH:13]=2)[CH:5]=[CH:6][C:7]=1[F:8].C([Li])CCC.[C:24]([O:28][C:29]([N:31]1[CH2:36][CH2:35][C:34](=[O:37])[CH2:33][CH2:32]1)=[O:30])([CH3:27])([CH3:26])[CH3:25]. Product: [C:24]([O:28][C:29]([N:31]1[CH2:36][CH2:35][C:34]([C:11]2[N:12]([CH2:14][CH2:15][N:16]([CH3:18])[CH3:17])[CH:13]=[C:9]([C:4]3[CH:5]=[CH:6][C:7]([F:8])=[C:2]([Cl:1])[CH:3]=3)[N:10]=2)([OH:37])[CH2:33][CH2:32]1)=[O:30])([CH3:27])([CH3:25])[CH3:26]. The catalyst class is: 1. (5) Reactant: [CH:1]1([NH:7][C:8]2[C:13](C(O)=O)=[CH:12][N:11]=[C:10]3[N:17]([CH2:20][O:21][CH2:22][CH2:23][Si:24]([CH3:27])([CH3:26])[CH3:25])[CH:18]=[CH:19][C:9]=23)[CH2:6][CH2:5][CH2:4][CH2:3][CH2:2]1.C1(P([N:42]=[N+]=[N-])(C2C=CC=CC=2)=O)C=CC=CC=1.C(Cl)Cl.[C:48]([O-:51])(O)=O.[Na+]. Product: [CH:1]1([N:7]2[C:8]3=[C:9]4[CH:19]=[CH:18][N:17]([CH2:20][O:21][CH2:22][CH2:23][Si:24]([CH3:26])([CH3:25])[CH3:27])[C:10]4=[N:11][CH:12]=[C:13]3[NH:42][C:48]2=[O:51])[CH2:6][CH2:5][CH2:4][CH2:3][CH2:2]1. The catalyst class is: 12. (6) Reactant: Cl.[C:2]([NH:5][C@:6]1([C:23]([NH:25][C:26]([CH3:29])([CH3:28])[CH3:27])=[O:24])[C@@H:10]([CH2:11][CH2:12][CH2:13][B:14]2[O:18][C:17]([CH3:20])([CH3:19])[C:16]([CH3:22])([CH3:21])[O:15]2)[CH2:9][NH:8][CH2:7]1)(=[O:4])[CH3:3].CCN(CC)CC.[Cl:37][C:38]1[CH:47]=[C:46]2[C:41]([CH2:42][CH:43]([CH:55]=O)[N:44]([C:48]([O:50][C:51]([CH3:54])([CH3:53])[CH3:52])=[O:49])[CH2:45]2)=[CH:40][CH:39]=1.C(O[BH-](OC(=O)C)OC(=O)C)(=O)C.[Na+]. Product: [C:2]([NH:5][C@:6]1([C:23](=[O:24])[NH:25][C:26]([CH3:29])([CH3:28])[CH3:27])[C@@H:10]([CH2:11][CH2:12][CH2:13][B:14]2[O:18][C:17]([CH3:19])([CH3:20])[C:16]([CH3:21])([CH3:22])[O:15]2)[CH2:9][N:8]([CH2:55][CH:43]2[CH2:42][C:41]3[C:46](=[CH:47][C:38]([Cl:37])=[CH:39][CH:40]=3)[CH2:45][N:44]2[C:48]([O:50][C:51]([CH3:52])([CH3:54])[CH3:53])=[O:49])[CH2:7]1)(=[O:4])[CH3:3]. The catalyst class is: 2. (7) Reactant: C(OC([N:8]1[CH2:11][C:10]2([CH2:14][N:13]([C:15]3[N:20]=[C:19]([N:21]4[C:25]5[CH:26]=[CH:27][CH:28]=[CH:29][C:24]=5[N:23]=[C:22]4[CH:30]([F:32])[F:31])[N:18]=[C:17]([N:33]4[CH2:38][CH2:37][O:36][CH2:35][CH2:34]4)[N:16]=3)[CH2:12]2)[CH2:9]1)=O)(C)(C)C. Product: [F:32][CH:30]([F:31])[C:22]1[N:21]([C:19]2[N:20]=[C:15]([N:13]3[CH2:14][C:10]4([CH2:11][NH:8][CH2:9]4)[CH2:12]3)[N:16]=[C:17]([N:33]3[CH2:34][CH2:35][O:36][CH2:37][CH2:38]3)[N:18]=2)[C:25]2[CH:26]=[CH:27][CH:28]=[CH:29][C:24]=2[N:23]=1. The catalyst class is: 557.